Task: Predict the reactants needed to synthesize the given product.. Dataset: Full USPTO retrosynthesis dataset with 1.9M reactions from patents (1976-2016) Given the product [Br:9][C:10]1[CH:11]=[CH:12][C:13]2[C:21]3[C:20](=[N:2][OH:3])[CH2:19][CH2:18][CH2:17][C:16]=3[N:15]([CH3:23])[C:14]=2[N:24]=1, predict the reactants needed to synthesize it. The reactants are: Cl.[NH2:2][OH:3].C([O-])(=O)C.[Na+].[Br:9][C:10]1[CH:11]=[CH:12][C:13]2[C:21]3[C:20](=O)[CH2:19][CH2:18][CH2:17][C:16]=3[N:15]([CH3:23])[C:14]=2[N:24]=1.